From a dataset of Catalyst prediction with 721,799 reactions and 888 catalyst types from USPTO. Predict which catalyst facilitates the given reaction. (1) Reactant: C([O:5][C:6]([CH:8]1[C:16]2[C:11](=[CH:12][CH:13]=[C:14]([C:17](=[O:21])[N:18]([CH3:20])[CH3:19])[CH:15]=2)[CH2:10][N:9]1CC1C=CC=CC=1)=[O:7])(C)(C)C. Product: [CH3:19][N:18]([CH3:20])[C:17]([C:14]1[CH:15]=[C:16]2[C:11]([CH2:10][NH:9][CH:8]2[C:6]([OH:7])=[O:5])=[CH:12][CH:13]=1)=[O:21]. The catalyst class is: 620. (2) Reactant: [Si:1]([O:8][C@@H:9]1[C@@:26]2([CH3:27])[C:13](=[CH:14][CH:15]=[C:16]3[C@@H:25]2[CH2:24][CH2:23][C@@:21]2([CH3:22])[C@H:17]3[CH2:18][CH:19]=[C:20]2[CH2:28][OH:29])[CH2:12][C@@H:11]([O:30][Si:31]([C:34]([CH3:37])([CH3:36])[CH3:35])([CH3:33])[CH3:32])[CH2:10]1)([C:4]([CH3:7])([CH3:6])[CH3:5])([CH3:3])[CH3:2].Br[CH2:39][C:40]#[C:41][C:42]([O:45][Si:46]([CH2:51][CH3:52])([CH2:49][CH3:50])[CH2:47][CH3:48])([CH3:44])[CH3:43].[H-].[Na+].C1OCCOCCOCCOCCOC1. Product: [Si:1]([O:8][C@@H:9]1[C@@:26]2([CH3:27])[C:13](=[CH:14][CH:15]=[C:16]3[C@@H:25]2[CH2:24][CH2:23][C@@:21]2([CH3:22])[C@H:17]3[CH2:18][CH:19]=[C:20]2[CH2:28][O:29][CH2:39][C:40]#[C:41][C:42]([O:45][Si:46]([CH2:47][CH3:48])([CH2:49][CH3:50])[CH2:51][CH3:52])([CH3:43])[CH3:44])[CH2:12][C@@H:11]([O:30][Si:31]([C:34]([CH3:37])([CH3:36])[CH3:35])([CH3:32])[CH3:33])[CH2:10]1)([C:4]([CH3:7])([CH3:6])[CH3:5])([CH3:3])[CH3:2]. The catalyst class is: 7. (3) Reactant: [F:1][C:2]1[CH:3]=[C:4]2[C:17](=[CH:18][C:19]=1[F:20])[C:16]1[C:7](=[C:8]3[C:13](=[CH:14][CH:15]=1)[CH:12]=[C:11]([OH:21])[CH:10]=[CH:9]3)[C:6](OC)([C:22]1[CH:27]=[CH:26][C:25]([O:28][CH2:29][CH2:30][N:31]3[CH2:36][CH2:35][CH2:34][CH2:33][CH2:32]3)=[CH:24][CH:23]=1)[O:5]2.C(N(CC)CC)C.FC(F)(F)C(O)=O.C(=O)(O)[O-].[Na+]. Product: [F:1][C:2]1[CH:3]=[C:4]2[C:17](=[CH:18][C:19]=1[F:20])[C:16]1[C:7](=[C:8]3[C:13](=[CH:14][CH:15]=1)[CH:12]=[C:11]([OH:21])[CH:10]=[CH:9]3)[CH:6]([C:22]1[CH:23]=[CH:24][C:25]([O:28][CH2:29][CH2:30][N:31]3[CH2:32][CH2:33][CH2:34][CH2:35][CH2:36]3)=[CH:26][CH:27]=1)[O:5]2. The catalyst class is: 2. (4) Reactant: [C:1]([C:4]1[N:9]=[N:8][C:7]([NH:10][C@@H:11]2[CH2:16][CH2:15][CH2:14][CH2:13][C@@H:12]2[NH:17]C(=O)OC(C)(C)C)=[CH:6][C:5]=1[NH:25][C:26]1[CH:31]=[CH:30][CH:29]=[C:28]([CH:32]2[CH2:34][CH2:33]2)[N:27]=1)(=[O:3])[NH2:2].C(O)(C(F)(F)F)=O. Product: [NH2:17][C@H:12]1[CH2:13][CH2:14][CH2:15][CH2:16][C@H:11]1[NH:10][C:7]1[N:8]=[N:9][C:4]([C:1]([NH2:2])=[O:3])=[C:5]([NH:25][C:26]2[CH:31]=[CH:30][CH:29]=[C:28]([CH:32]3[CH2:33][CH2:34]3)[N:27]=2)[CH:6]=1. The catalyst class is: 4. (5) Reactant: [Cl:1][C:2]1[C:3](=[O:22])[N:4]([CH2:10][CH2:11][C:12]2[CH:21]=[CH:20][C:15]([C:16]([O:18]C)=[O:17])=[CH:14][CH:13]=2)[C:5]([CH3:9])=[C:6]([Cl:8])[CH:7]=1.[OH-].[Na+].Cl. Product: [Cl:1][C:2]1[C:3](=[O:22])[N:4]([CH2:10][CH2:11][C:12]2[CH:21]=[CH:20][C:15]([C:16]([OH:18])=[O:17])=[CH:14][CH:13]=2)[C:5]([CH3:9])=[C:6]([Cl:8])[CH:7]=1. The catalyst class is: 36. (6) The catalyst class is: 21. Product: [F:19][C:2]([F:1])([F:18])[C:3]([N:5]1[CH2:6][CH2:7][C:8]2[CH:15]=[C:14]([I:16])[C:13]([O:17][CH2:21][C:22](=[O:23])[C:24]3[CH:29]=[CH:28][CH:27]=[CH:26][CH:25]=3)=[CH:12][C:9]=2[CH2:10][CH2:11]1)=[O:4]. Reactant: [F:1][C:2]([F:19])([F:18])[C:3]([N:5]1[CH2:11][CH2:10][C:9]2[CH:12]=[C:13]([OH:17])[C:14]([I:16])=[CH:15][C:8]=2[CH2:7][CH2:6]1)=[O:4].Br[CH2:21][C:22]([C:24]1[CH:29]=[CH:28][CH:27]=[CH:26][CH:25]=1)=[O:23].C(=O)([O-])[O-].[K+].[K+]. (7) Reactant: [CH2:1]([O:8][C:9]1[CH:14]=[CH:13][C:12]([OH:15])=[CH:11][CH:10]=1)[C:2]1[CH:7]=[CH:6][CH:5]=[CH:4][CH:3]=1.N1C=CC=CC=1.[C:22](OC(=O)C)(=[O:24])[CH3:23].C(OCC)(=O)C. Product: [CH2:1]([O:8][C:9]1[CH:10]=[CH:11][C:12]([O:15][C:22](=[O:24])[CH3:23])=[CH:13][CH:14]=1)[C:2]1[CH:3]=[CH:4][CH:5]=[CH:6][CH:7]=1. The catalyst class is: 7. (8) Reactant: FC(F)(F)C(O)=O.[CH:8]1([S:14][C:15]2[N:19]([C:20]3[CH:25]=[CH:24][C:23]([C:26]([O:28][CH3:29])=[O:27])=[CH:22][CH:21]=3)[N:18]=[CH:17][C:16]=2[C:30]([O:32]C(C)(C)C)=[O:31])[CH2:13][CH2:12][CH2:11][CH2:10][CH2:9]1. Product: [CH:8]1([S:14][C:15]2[N:19]([C:20]3[CH:25]=[CH:24][C:23]([C:26]([O:28][CH3:29])=[O:27])=[CH:22][CH:21]=3)[N:18]=[CH:17][C:16]=2[C:30]([OH:32])=[O:31])[CH2:9][CH2:10][CH2:11][CH2:12][CH2:13]1. The catalyst class is: 2.